This data is from Forward reaction prediction with 1.9M reactions from USPTO patents (1976-2016). The task is: Predict the product of the given reaction. (1) Given the reactants [Br-:1].[Si:2]([O:9][CH2:10][CH:11]([CH2:15][O:16][Si:17]([C:20]([CH3:23])([CH3:22])[CH3:21])([CH3:19])[CH3:18])[CH2:12][CH2:13][OH:14])([C:5]([CH3:8])([CH3:7])[CH3:6])([CH3:4])[CH3:3].[C:37]1(P([C:37]2[CH:42]=[CH:41][CH:40]=[CH:39][CH:38]=2)[C:37]2[CH:42]=[CH:41][CH:40]=[CH:39][CH:38]=2)[CH:42]=[CH:41][CH:40]=[CH:39][CH:38]=1.N(C(O[CH:54]([CH3:56])[CH3:55])=O)=NC(OC(C)C)=O.O1[CH2:61][CH2:60][CH2:59][CH2:58]1, predict the reaction product. The product is: [Br:1][C:58]1[CH:58]=[C:59]([C:60]2[CH:61]=[CH:42][C:37]([C:37]3[CH:38]=[CH:39][C:40]([CH2:39][CH2:38][CH2:37][CH2:42][CH3:41])=[CH:41][CH:42]=3)=[CH:38][C:56]=2[CH2:54][CH3:55])[CH:61]=[CH:60][C:59]=1[O:14][CH2:13][CH2:12][CH:11]([CH2:15][O:16][Si:17]([CH3:18])([CH3:19])[C:20]([CH3:23])([CH3:22])[CH3:21])[CH2:10][O:9][Si:2]([CH3:4])([CH3:3])[C:5]([CH3:6])([CH3:7])[CH3:8]. (2) The product is: [O:11]=[C:1]1[C:10]2[C:5](=[CH:6][CH:7]=[CH:8][CH:9]=2)[CH2:4][CH2:3][CH:2]1[C:13]([OH:14])([C:12]([O:21][CH2:22][CH3:23])=[O:20])[C:15]([O:17][CH2:18][CH3:19])=[O:16]. Given the reactants [C:1]1(=[O:11])[C:10]2[C:5](=[CH:6][CH:7]=[CH:8][CH:9]=2)[CH2:4][CH2:3][CH2:2]1.[C:12]([O:21][CH2:22][CH3:23])(=[O:20])[C:13]([C:15]([O:17][CH2:18][CH3:19])=[O:16])=[O:14], predict the reaction product. (3) Given the reactants C(OC(=O)[NH:7][C:8]1([C:12]2[CH:17]=[CH:16][C:15]([C:18]3[C:23]([C:24]4[CH:29]=[CH:28][CH:27]=[CH:26][CH:25]=4)=[CH:22][N:21]4[C:30]([C:33]5[CH:38]=[CH:37][C:36]([S:39]([CH3:42])(=[O:41])=[O:40])=[CH:35][CH:34]=5)=[CH:31][N:32]=[C:20]4[N:19]=3)=[CH:14][CH:13]=2)[CH2:11][CH2:10][CH2:9]1)(C)(C)C, predict the reaction product. The product is: [CH3:42][S:39]([C:36]1[CH:35]=[CH:34][C:33]([C:30]2[N:21]3[CH:22]=[C:23]([C:24]4[CH:29]=[CH:28][CH:27]=[CH:26][CH:25]=4)[C:18]([C:15]4[CH:16]=[CH:17][C:12]([C:8]5([NH2:7])[CH2:9][CH2:10][CH2:11]5)=[CH:13][CH:14]=4)=[N:19][C:20]3=[N:32][CH:31]=2)=[CH:38][CH:37]=1)(=[O:40])=[O:41].